From a dataset of Catalyst prediction with 721,799 reactions and 888 catalyst types from USPTO. Predict which catalyst facilitates the given reaction. (1) Reactant: [CH3:1][C@:2]1([CH2:5][N:6]2[CH2:11][CH2:10][N:9]([C:12]3[CH:17]=[CH:16][C:15]([O:18][C:19]([F:22])([F:21])[F:20])=[CH:14][CH:13]=3)[CH2:8][CH2:7]2)[CH2:4][O:3]1.[Cl:23][C:24]1[NH:25][CH:26]=[C:27]([N+:29]([O-:31])=[O:30])[N:28]=1.C(=O)([O-])O.[Na+].O. Product: [Cl:23][C:24]1[N:25]([CH2:4][C@@:2]([CH3:1])([OH:3])[CH2:5][N:6]2[CH2:11][CH2:10][N:9]([C:12]3[CH:13]=[CH:14][C:15]([O:18][C:19]([F:22])([F:20])[F:21])=[CH:16][CH:17]=3)[CH2:8][CH2:7]2)[CH:26]=[C:27]([N+:29]([O-:31])=[O:30])[N:28]=1. The catalyst class is: 10. (2) Reactant: Br[C:2]1[CH:3]=[C:4]2[C:9](=[CH:10][CH:11]=1)[CH:8]=[N:7][CH:6]=[C:5]2[Cl:12].[N:13]1([S:17]([NH2:20])(=[O:19])=[O:18])[CH2:16][CH2:15][CH2:14]1.[O-]P([O-])([O-])=O.[K+].[K+].[K+].CC1(C)C2C(=C(P(C3C=CC=CC=3)C3C=CC=CC=3)C=CC=2)OC2C(P(C3C=CC=CC=3)C3C=CC=CC=3)=CC=CC1=2. Product: [Cl:12][C:5]1[C:4]2[C:9](=[CH:10][CH:11]=[C:2]([NH:20][S:17]([N:13]3[CH2:16][CH2:15][CH2:14]3)(=[O:19])=[O:18])[CH:3]=2)[CH:8]=[N:7][CH:6]=1. The catalyst class is: 187. (3) The catalyst class is: 1. Reactant: [CH2:1]([NH2:4])[CH2:2][NH2:3].[C:5]([CH2:8][N:9]([CH2:31][CH2:32][C:33](ON1C(=O)CCC1=O)=[O:34])[C:10]([CH2:12][CH2:13][CH2:14][CH2:15][CH2:16][CH2:17][CH2:18][CH2:19][CH2:20][CH2:21][CH2:22][CH2:23][CH2:24][CH2:25][CH2:26][CH2:27][C:28]([OH:30])=[O:29])=[O:11])([OH:7])=[O:6]. Product: [NH2:3][CH2:2][CH2:1][NH:4][C:33]([CH2:32][CH2:31][N:9]([CH2:8][C:5]([OH:7])=[O:6])[C:10]([CH2:12][CH2:13][CH2:14][CH2:15][CH2:16][CH2:17][CH2:18][CH2:19][CH2:20][CH2:21][CH2:22][CH2:23][CH2:24][CH2:25][CH2:26][CH2:27][C:28]([OH:30])=[O:29])=[O:11])=[O:34]. (4) Reactant: [CH3:1][N:2](C(OCC1C=CC=CC=1)=O)[C:3]1([C:6]([O:8][CH3:9])=[O:7])[CH2:5][CH2:4]1. Product: [CH3:1][NH:2][C:3]1([C:6]([O:8][CH3:9])=[O:7])[CH2:5][CH2:4]1. The catalyst class is: 5. (5) Reactant: [CH:1]([OH:3])=O.[F:4][C:5]1([F:22])[O:10][C:9]2[CH:11]=[C:12]([F:17])[C:13]([NH:15][NH2:16])=[CH:14][C:8]=2[N:7]([CH2:18][C:19]#[CH:20])[C:6]1=[O:21]. The catalyst class is: 4. Product: [F:22][C:5]1([F:4])[C:6](=[O:21])[N:7]([CH2:18][C:19]#[CH:20])[C:8]2[CH:14]=[C:13]([NH:15][NH:16][CH:1]=[O:3])[C:12]([F:17])=[CH:11][C:9]=2[O:10]1. (6) Reactant: [Cl:1][C:2]1[CH:3]=[C:4]2[C:9](=[CH:10][C:11]=1[Cl:12])[N:8]=[C:7]([O:13][CH3:14])[C:6]([NH:15][C:16](=[O:20])OCC)=[N:5]2.[CH3:21][O:22][C:23]1[CH:24]=[C:25]([N:29]2[CH2:34][CH2:33][NH:32][CH2:31][CH2:30]2)[CH:26]=[CH:27][CH:28]=1.C1CCN2C(=NCCC2)CC1. Product: [Cl:1][C:2]1[CH:3]=[C:4]2[C:9](=[CH:10][C:11]=1[Cl:12])[N:8]=[C:7]([O:13][CH3:14])[C:6]([NH:15][C:16]([N:32]1[CH2:31][CH2:30][N:29]([C:25]3[CH:26]=[CH:27][CH:28]=[C:23]([O:22][CH3:21])[CH:24]=3)[CH2:34][CH2:33]1)=[O:20])=[N:5]2. The catalyst class is: 7.